Predict the reactants needed to synthesize the given product. From a dataset of Full USPTO retrosynthesis dataset with 1.9M reactions from patents (1976-2016). Given the product [CH3:1][O:2][CH2:3][C:4]1[C:9]([CH2:10][CH3:11])=[CH:8][CH:7]=[CH:6][C:5]=1[N:12]1[C:16](=[O:17])[N:15]([CH3:18])[N:14]=[N:13]1, predict the reactants needed to synthesize it. The reactants are: [CH3:1][O:2][CH2:3][C:4]1[C:9]([CH:10]=[CH2:11])=[CH:8][CH:7]=[CH:6][C:5]=1[N:12]1[C:16](=[O:17])[N:15]([CH3:18])[N:14]=[N:13]1.[H][H].